From a dataset of Forward reaction prediction with 1.9M reactions from USPTO patents (1976-2016). Predict the product of the given reaction. (1) Given the reactants [N-:1]=[C:2]=[O:3].[CH3:4][O:5][C:6](=[O:16])[C@H:7]([CH2:9][C:10]1[CH:15]=[CH:14][CH:13]=[CH:12][CH:11]=1)[NH2:8].[C:17]1([CH3:23])[CH:22]=[CH:21][CH:20]=[CH:19][CH:18]=1, predict the reaction product. The product is: [CH3:4][O:5][C:6](=[O:16])[C@H:7]([NH:8][C:6]([O:16][CH2:23][C:17]1[CH:22]=[CH:21][C:20]2[O:3][C:2]([C:10]3[CH:15]=[CH:14][CH:13]=[CH:12][CH:11]=3)=[N:1][C:19]=2[CH:18]=1)=[O:5])[CH2:9][C:10]1[CH:15]=[CH:14][CH:13]=[CH:12][CH:11]=1. (2) Given the reactants [O:1]=[C:2]1[CH2:10][C:9]2[C:4](=[C:5]([NH:11][C:12](=[O:14])[CH3:13])[CH:6]=[CH:7][CH:8]=2)[NH:3]1.[N:15]1[CH:20]=[CH:19][C:18](/[CH:21]=[CH:22]/[C:23]2[C:31]3[C:26](=[CH:27][C:28]([CH:32]=O)=[CH:29][CH:30]=3)[N:25](COCC[Si](C)(C)C)[N:24]=2)=[CH:17][CH:16]=1, predict the reaction product. The product is: [O:1]=[C:2]1[NH:3][C:4]2[C:9](/[C:10]/1=[CH:32]\[C:28]1[CH:27]=[C:26]3[C:31]([C:23](/[CH:22]=[CH:21]/[C:18]4[CH:17]=[CH:16][N:15]=[CH:20][CH:19]=4)=[N:24][NH:25]3)=[CH:30][CH:29]=1)=[CH:8][CH:7]=[CH:6][C:5]=2[NH:11][C:12](=[O:14])[CH3:13]. (3) Given the reactants [NH:1]([C:3]1[CH:8]=[C:7]([C:9]#[N:10])[CH:6]=[CH:5][N:4]=1)[NH2:2].O=[C:12]([CH:19]([C:21]1[CH:26]=[CH:25][CH:24]=[CH:23][CH:22]=1)[CH3:20])[CH2:13][C:14](OCC)=[O:15], predict the reaction product. The product is: [OH:15][C:14]1[N:1]([C:3]2[CH:8]=[C:7]([C:9]#[N:10])[CH:6]=[CH:5][N:4]=2)[N:2]=[C:12]([CH:19]([C:21]2[CH:22]=[CH:23][CH:24]=[CH:25][CH:26]=2)[CH3:20])[CH:13]=1. (4) Given the reactants [C:1]1([CH2:7][C:8]#[N:9])[CH:6]=[CH:5][CH:4]=[CH:3][CH:2]=1.[C:10](OCC)(=[O:12])[CH3:11].[O-]CC.[Na+].[Na], predict the reaction product. The product is: [C:10]([CH:7]([C:1]1[CH:6]=[CH:5][CH:4]=[CH:3][CH:2]=1)[C:8]#[N:9])(=[O:12])[CH3:11]. (5) Given the reactants [CH3:1][C:2]1[NH:3][C:4]2[C:9]([CH:10]=1)=[CH:8][CH:7]=[CH:6][CH:5]=2.C([Li])CCC.CC(C)([O-])C.[K+].[F:22][C:23]([F:38])([F:37])[C:24](=[O:36])[CH2:25][C:26]([C:29]1[CH:34]=[CH:33][C:32]([F:35])=[CH:31][CH:30]=1)([CH3:28])[CH3:27], predict the reaction product. The product is: [NH:3]1[C:4]2[C:9](=[CH:8][CH:7]=[CH:6][CH:5]=2)[CH:10]=[C:2]1[CH2:1][C:24]([OH:36])([CH2:25][C:26]([C:29]1[CH:30]=[CH:31][C:32]([F:35])=[CH:33][CH:34]=1)([CH3:28])[CH3:27])[C:23]([F:22])([F:38])[F:37]. (6) Given the reactants [OH-:1].[Na+:2].Cl[S:4]([CH2:7][CH2:8][CH2:9][CH2:10][CH2:11][CH2:12][CH2:13][CH2:14][S:15]([O:18][C:19]1[CH:24]=[CH:23][C:22]([C:25]([F:28])([F:27])[F:26])=[CH:21][CH:20]=1)(=[O:17])=[O:16])(=[O:6])=[O:5], predict the reaction product. The product is: [Na+:2].[CH2:14]([S:15]([O:18][C:19]1[CH:24]=[CH:23][C:22]([C:25]([F:28])([F:27])[F:26])=[CH:21][CH:20]=1)(=[O:17])=[O:16])[CH2:13][CH2:12][CH2:11][CH2:10][CH2:9][CH2:8][CH2:7][S:4]([O-:1])(=[O:6])=[O:5].